From a dataset of Reaction yield outcomes from USPTO patents with 853,638 reactions. Predict the reaction yield, written as a fraction of the theoretical maximum amount of product (1.0 means a 100% yield; for example, 0.34 means a 34% yield). (1) The reactants are [NH2:1][C:2]1[N:10]=[CH:9][N:8]=[C:7]2[C:3]=1[N:4]=[CH:5][N:6]2[C@H:11]1[CH:15]2[O:16][C:17]([CH3:20])([CH3:19])[O:18][C@@H:14]2[C@@H:13]([CH2:21][N:22]([CH:38]([CH3:40])[CH3:39])[CH2:23][CH2:24][CH2:25][CH2:26][N:27]2C(=O)C3C(=CC=CC=3)C2=O)[O:12]1.NN.O. The catalyst is CCO. The product is [NH2:1][C:2]1[N:10]=[CH:9][N:8]=[C:7]2[C:3]=1[N:4]=[CH:5][N:6]2[C@H:11]1[C@@H:15]2[O:16][C:17]([CH3:19])([CH3:20])[O:18][C@@H:14]2[C@@H:13]([CH2:21][N:22]([CH:38]([CH3:40])[CH3:39])[CH2:23][CH2:24][CH2:25][CH2:26][NH2:27])[O:12]1. The yield is 0.920. (2) The product is [Br:30][C:19]1[CH:20]=[C:21]([C:23]2[N:24]=[N:25][C:26]([O:6][CH2:5][C:4]3[CH:7]=[CH:8][CH:9]=[C:2]([Br:1])[CH:3]=3)=[CH:27][CH:28]=2)[CH:22]=[C:17]([Br:16])[C:18]=1[OH:31]. The catalyst is C1COCC1. The reactants are [Br:1][C:2]1[CH:3]=[C:4]([CH:7]=[CH:8][CH:9]=1)[CH2:5][OH:6].CC(C)([O-])C.[Na+].[Br:16][C:17]1[CH:22]=[C:21]([C:23]2[N:24]=[N:25][C:26](Cl)=[CH:27][CH:28]=2)[CH:20]=[C:19]([Br:30])[C:18]=1[OH:31]. The yield is 0.490.